Dataset: Full USPTO retrosynthesis dataset with 1.9M reactions from patents (1976-2016). Task: Predict the reactants needed to synthesize the given product. (1) Given the product [Br:33][C:34]1[CH:35]=[N:36][C:37]([C:21]2[CH:20]=[CH:19][C:18]([CH:13]([NH:12][C:10]([C:8]3[S:9][C:5]([C:1]([CH3:3])([CH3:4])[CH3:2])=[CH:6][CH:7]=3)=[O:11])[C:14]([OH:16])=[O:15])=[CH:23][CH:22]=2)=[N:38][CH:39]=1, predict the reactants needed to synthesize it. The reactants are: [C:1]([C:5]1[S:9][C:8]([C:10]([NH:12][CH:13]([C:18]2[CH:23]=[CH:22][C:21](B3OC(C)(C)C(C)(C)O3)=[CH:20][CH:19]=2)[C:14]([O:16]C)=[O:15])=[O:11])=[CH:7][CH:6]=1)([CH3:4])([CH3:3])[CH3:2].[Br:33][C:34]1[CH:35]=[N:36][C:37](I)=[N:38][CH:39]=1.C([O-])(O)=O.[Na+].CC(O)=O. (2) Given the product [CH3:1][C:2]1[C:7]([C:8]2[CH:13]=[CH:12][CH:11]=[CH:10][C:9]=2[C:14]([F:16])([F:15])[F:17])=[N:6][N:5]2[C:18]([C:21]([OH:23])=[O:22])=[CH:19][N:20]=[C:4]2[C:3]=1[CH3:26], predict the reactants needed to synthesize it. The reactants are: [CH3:1][C:2]1[C:7]([C:8]2[CH:13]=[CH:12][CH:11]=[CH:10][C:9]=2[C:14]([F:17])([F:16])[F:15])=[N:6][N:5]2[C:18]([C:21]([O:23]CC)=[O:22])=[CH:19][N:20]=[C:4]2[C:3]=1[CH3:26].O.[Li+].[OH-].Cl.